Dataset: Catalyst prediction with 721,799 reactions and 888 catalyst types from USPTO. Task: Predict which catalyst facilitates the given reaction. Reactant: [CH2:1]([CH:4]([CH2:13][CH2:14][CH3:15])[C:5]([O:7][CH2:8][CH2:9][C:10]([OH:12])=[O:11])=[O:6])[CH2:2][CH3:3].[CH2:16]1[O:21][CH:20]([C:22]2[CH:27]=[CH:26][CH:25]=[CH:24][CH:23]=2)[O:19][CH2:18][CH:17]1O.C(N(CC)CC)C. Product: [CH2:13]([CH:4]([CH2:1][CH2:2][CH3:3])[C:5]([O:7][CH2:8][CH2:9][C:10](=[O:12])[O:11][CH:17]1[CH2:18][O:19][CH:20]([C:22]2[CH:23]=[CH:24][CH:25]=[CH:26][CH:27]=2)[O:21][CH2:16]1)=[O:6])[CH2:14][CH3:15]. The catalyst class is: 2.